The task is: Predict which catalyst facilitates the given reaction.. This data is from Catalyst prediction with 721,799 reactions and 888 catalyst types from USPTO. (1) Reactant: [F:1][C:2]1[CH:9]=[C:8]([CH:10]([OH:17])[C:11]2[CH:12]=[N:13][CH:14]=[CH:15][CH:16]=2)[CH:7]=[CH:6][C:3]=1[C:4]#[N:5]. Product: [F:1][C:2]1[CH:9]=[C:8]([C:10]([C:11]2[CH:12]=[N:13][CH:14]=[CH:15][CH:16]=2)=[O:17])[CH:7]=[CH:6][C:3]=1[C:4]#[N:5]. The catalyst class is: 177. (2) Product: [CH2:1]([O:5][C:6]([N:8]1[CH2:9][CH2:10][N:11]([C:14](=[O:40])[C@@H:15]([NH:25][C:26]([C:28]2[CH:37]=[C:36]([O:38][C@@H:50]([C:49]([O:48][CH2:41][C:42]3[CH:47]=[CH:46][CH:45]=[CH:44][CH:43]=3)=[O:53])[CH3:52])[C:35]3[C:30](=[CH:31][C:32]([CH3:39])=[CH:33][CH:34]=3)[N:29]=2)=[O:27])[CH2:16][CH2:17][C:18]([O:20][C:21]([CH3:23])([CH3:22])[CH3:24])=[O:19])[CH2:12][CH2:13]1)=[O:7])[CH2:2][CH2:3][CH3:4]. The catalyst class is: 20. Reactant: [CH2:1]([O:5][C:6]([N:8]1[CH2:13][CH2:12][N:11]([C:14](=[O:40])[C@@H:15]([NH:25][C:26]([C:28]2[CH:37]=[C:36]([OH:38])[C:35]3[C:30](=[CH:31][C:32]([CH3:39])=[CH:33][CH:34]=3)[N:29]=2)=[O:27])[CH2:16][CH2:17][C:18]([O:20][C:21]([CH3:24])([CH3:23])[CH3:22])=[O:19])[CH2:10][CH2:9]1)=[O:7])[CH2:2][CH2:3][CH3:4].[CH2:41]([O:48][C:49](=[O:53])[C@H:50]([CH3:52])O)[C:42]1[CH:47]=[CH:46][CH:45]=[CH:44][CH:43]=1.C1(P(C2C=CC=CC=2)C2C=CC=CC=2)C=CC=CC=1.CCOC(/N=N/C(OCC)=O)=O. (3) Reactant: [C:1]([C:3](=[C:7]([S:10][CH3:11])SC)[C:4]([NH2:6])=[O:5])#[N:2].[CH:12]([C:15]1[CH:21]=[CH:20][C:18]([NH2:19])=[CH:17][CH:16]=1)([CH3:14])[CH3:13]. Product: [C:1]([C:3](=[C:7]([NH:19][C:18]1[CH:20]=[CH:21][C:15]([CH:12]([CH3:14])[CH3:13])=[CH:16][CH:17]=1)[S:10][CH3:11])[C:4]([NH2:6])=[O:5])#[N:2]. The catalyst class is: 8. (4) Reactant: [BH4-].[Na+].[CH3:3][CH:4]1[CH2:13][C:12]2[N:11]=[N:10][C:9]([C:14]3[CH:19]=[CH:18][CH:17]=[C:16]([C:20]([F:23])([F:22])[F:21])[CH:15]=3)=[CH:8][C:7]=2[C:6](=[O:24])[CH2:5]1. Product: [CH3:3][CH:4]1[CH2:13][C:12]2[N:11]=[N:10][C:9]([C:14]3[CH:19]=[CH:18][CH:17]=[C:16]([C:20]([F:23])([F:22])[F:21])[CH:15]=3)=[CH:8][C:7]=2[CH:6]([OH:24])[CH2:5]1. The catalyst class is: 8. (5) Reactant: [NH2:1][CH2:2][C@H:3]1[O:8][CH2:7][CH2:6][N:5]([C:9]([O:11][C:12]([CH3:15])([CH3:14])[CH3:13])=[O:10])[CH2:4]1.C(N(CC)CC)C.Cl[C:24]([O:26][CH3:27])=[O:25]. Product: [CH3:27][O:26][C:24]([NH:1][CH2:2][C@H:3]1[O:8][CH2:7][CH2:6][N:5]([C:9]([O:11][C:12]([CH3:15])([CH3:14])[CH3:13])=[O:10])[CH2:4]1)=[O:25]. The catalyst class is: 4. (6) The catalyst class is: 177. Product: [CH3:1][O:2][C:3]1[CH:34]=[C:33]([O:35][CH3:36])[CH:32]=[CH:31][C:4]=1[CH2:5][N:6]1[C:26]2[C:15]3=[CH:16][C:17]4[CH:18]=[C:19]([CH:24]=[O:25])[N:20]([CH3:23])[C:21]=4[CH:22]=[C:14]3[CH2:13][CH2:12][CH2:11][C:10]=2[CH:9]=[C:8]([C:27]([OH:29])=[O:28])[C:7]1=[O:30]. Reactant: [CH3:1][O:2][C:3]1[CH:34]=[C:33]([O:35][CH3:36])[CH:32]=[CH:31][C:4]=1[CH2:5][N:6]1[C:26]2[C:15]3=[CH:16][C:17]4[CH:18]=[C:19]([CH2:24][OH:25])[N:20]([CH3:23])[C:21]=4[CH:22]=[C:14]3[CH2:13][CH2:12][CH2:11][C:10]=2[CH:9]=[C:8]([C:27]([OH:29])=[O:28])[C:7]1=[O:30]. (7) Reactant: [Br:1][C:2]1[CH:7]=[CH:6][CH:5]=[CH:4][C:3]=1[S:8]([N:11]1[C:19]2[C:14](=[CH:15][CH:16]=[CH:17][CH:18]=2)[C:13]([C:20]([N:22]2[CH2:27][CH2:26][N:25]([CH3:28])[CH2:24][CH2:23]2)=O)=[CH:12]1)(=[O:10])=[O:9].[H-].[H-].[H-].[H-].[Li+].[Al+3]. Product: [Br:1][C:2]1[CH:7]=[CH:6][CH:5]=[CH:4][C:3]=1[S:8]([N:11]1[C:19]2[C:14](=[CH:15][CH:16]=[CH:17][CH:18]=2)[C:13]([CH2:20][N:22]2[CH2:23][CH2:24][N:25]([CH3:28])[CH2:26][CH2:27]2)=[CH:12]1)(=[O:10])=[O:9]. The catalyst class is: 1. (8) Reactant: [Br:1][C:2]1[CH:3]=C([CH:7]=[C:8]([O:10][CH2:11][CH3:12])[CH:9]=1)C#N.[OH-:13].[Na+].[CH2:15]([OH:17])[CH3:16]. The catalyst class is: 6. Product: [Br:1][C:2]1[CH:3]=[C:16]([CH:7]=[C:8]([O:10][CH2:11][CH3:12])[CH:9]=1)[C:15]([OH:13])=[O:17]. (9) Reactant: [CH3:1][N:2]1[C:10]2[C:5](=[CH:6][CH:7]=[CH:8][CH:9]=2)[C:4]([CH:11]=O)=[CH:3]1.[S:13]([NH2:17])([NH2:16])(=[O:15])=[O:14].[BH4-].[Na+]. Product: [CH3:1][N:2]1[C:10]2[C:5](=[CH:6][CH:7]=[CH:8][CH:9]=2)[C:4]([CH2:11][NH:16][S:13]([NH2:17])(=[O:15])=[O:14])=[CH:3]1. The catalyst class is: 40.